This data is from NCI-60 drug combinations with 297,098 pairs across 59 cell lines. The task is: Regression. Given two drug SMILES strings and cell line genomic features, predict the synergy score measuring deviation from expected non-interaction effect. (1) Drug 2: C1=CC(=CC=C1CC(C(=O)O)N)N(CCCl)CCCl.Cl. Cell line: MOLT-4. Synergy scores: CSS=32.9, Synergy_ZIP=0.939, Synergy_Bliss=-0.0494, Synergy_Loewe=-44.4, Synergy_HSA=-2.80. Drug 1: C1CC(=O)NC(=O)C1N2CC3=C(C2=O)C=CC=C3N. (2) Cell line: NCI/ADR-RES. Drug 2: CC1CCCC2(C(O2)CC(NC(=O)CC(C(C(=O)C(C1O)C)(C)C)O)C(=CC3=CSC(=N3)C)C)C. Drug 1: CCC1=C2CN3C(=CC4=C(C3=O)COC(=O)C4(CC)O)C2=NC5=C1C=C(C=C5)O. Synergy scores: CSS=9.33, Synergy_ZIP=2.31, Synergy_Bliss=8.24, Synergy_Loewe=4.88, Synergy_HSA=4.96. (3) Drug 1: CCC(=C(C1=CC=CC=C1)C2=CC=C(C=C2)OCCN(C)C)C3=CC=CC=C3.C(C(=O)O)C(CC(=O)O)(C(=O)O)O. Drug 2: N.N.Cl[Pt+2]Cl. Cell line: HOP-92. Synergy scores: CSS=54.5, Synergy_ZIP=-0.867, Synergy_Bliss=-0.197, Synergy_Loewe=-7.81, Synergy_HSA=0.884. (4) Drug 1: CC12CCC3C(C1CCC2O)C(CC4=C3C=CC(=C4)O)CCCCCCCCCS(=O)CCCC(C(F)(F)F)(F)F. Drug 2: B(C(CC(C)C)NC(=O)C(CC1=CC=CC=C1)NC(=O)C2=NC=CN=C2)(O)O. Cell line: NCIH23. Synergy scores: CSS=21.8, Synergy_ZIP=0.310, Synergy_Bliss=0.0694, Synergy_Loewe=-23.5, Synergy_HSA=-5.71. (5) Drug 1: CCC(=C(C1=CC=CC=C1)C2=CC=C(C=C2)OCCN(C)C)C3=CC=CC=C3.C(C(=O)O)C(CC(=O)O)(C(=O)O)O. Drug 2: CC1=C2C(C(=O)C3(C(CC4C(C3C(C(C2(C)C)(CC1OC(=O)C(C(C5=CC=CC=C5)NC(=O)C6=CC=CC=C6)O)O)OC(=O)C7=CC=CC=C7)(CO4)OC(=O)C)O)C)OC(=O)C. Cell line: OVCAR-5. Synergy scores: CSS=77.7, Synergy_ZIP=10.7, Synergy_Bliss=16.9, Synergy_Loewe=-18.5, Synergy_HSA=7.42. (6) Drug 2: C1=CC(=C2C(=C1NCCNCCO)C(=O)C3=C(C=CC(=C3C2=O)O)O)NCCNCCO. Cell line: M14. Synergy scores: CSS=35.9, Synergy_ZIP=7.80, Synergy_Bliss=8.01, Synergy_Loewe=-24.2, Synergy_HSA=4.94. Drug 1: CNC(=O)C1=CC=CC=C1SC2=CC3=C(C=C2)C(=NN3)C=CC4=CC=CC=N4.